Dataset: Reaction yield outcomes from USPTO patents with 853,638 reactions. Task: Predict the reaction yield, written as a fraction of the theoretical maximum amount of product (1.0 means a 100% yield; for example, 0.34 means a 34% yield). (1) The reactants are [CH3:1][C:2]1[CH:10]=[C:9]([O:11][CH3:12])[CH:8]=[C:7]([O:13][CH3:14])[C:3]=1[C:4]([OH:6])=O.[C:15](Cl)(=[O:19])[C:16](Cl)=O.Cl.[CH3:22][NH2:23]. The catalyst is C(Cl)Cl. The product is [OH:19][C:15]1[CH:16]=[CH:4][C:3]([C:22]2[NH:23][C:4](=[O:6])[C:3]3[C:2]([CH:1]=2)=[CH:10][C:9]([O:11][CH3:12])=[CH:8][C:7]=3[O:13][CH3:14])=[CH:2][CH:1]=1. The yield is 0.430. (2) The reactants are [Si:1]([O:18][CH:19]1[CH2:22][N:21]([C:23]2[S:24][CH:25]=[C:26]([C:28](OCC)=[O:29])[N:27]=2)[CH2:20]1)([C:14]([CH3:17])([CH3:16])[CH3:15])([C:8]1[CH:13]=[CH:12][CH:11]=[CH:10][CH:9]=1)[C:2]1[CH:7]=[CH:6][CH:5]=[CH:4][CH:3]=1.[Si:33]([O:50][CH2:51][C@@H:52]([NH2:54])[CH3:53])([C:46]([CH3:49])([CH3:48])[CH3:47])([C:40]1[CH:45]=[CH:44][CH:43]=[CH:42][CH:41]=1)[C:34]1[CH:39]=[CH:38][CH:37]=[CH:36][CH:35]=1.C[Al](C)C.C(O)(=O)C.C(OCC)(=O)C. The catalyst is C1C=CC=CC=1. The product is [Si:1]([O:18][CH:19]1[CH2:22][N:21]([C:23]2[S:24][CH:25]=[C:26]([C:28](=[O:29])[NH:54][C@@H:52]([CH3:53])[CH2:51][O:50][Si:33]([C:46]([CH3:48])([CH3:49])[CH3:47])([C:40]3[CH:41]=[CH:42][CH:43]=[CH:44][CH:45]=3)[C:34]3[CH:35]=[CH:36][CH:37]=[CH:38][CH:39]=3)[N:27]=2)[CH2:20]1)([C:14]([CH3:17])([CH3:16])[CH3:15])([C:2]1[CH:3]=[CH:4][CH:5]=[CH:6][CH:7]=1)[C:8]1[CH:13]=[CH:12][CH:11]=[CH:10][CH:9]=1. The yield is 0.880. (3) The reactants are [NH2:1][C@@H:2]1[C:11]2[C:6](=[CH:7][CH:8]=[CH:9][CH:10]=2)[C@H:5]([OH:12])[CH2:4][CH2:3]1.[H-].[Na+].F[C:16]1[CH:17]=[CH:18][C:19]2[N:20]([C:22]([N:25]3[CH2:30][CH2:29][CH:28]([CH2:31][CH2:32][O:33][Si:34]([CH:41]([CH3:43])[CH3:42])([CH:38]([CH3:40])[CH3:39])[CH:35]([CH3:37])[CH3:36])[CH2:27][CH2:26]3)=[N:23][N:24]=2)[CH:21]=1. The catalyst is CN(C=O)C.O. The product is [CH:38]([Si:34]([CH:35]([CH3:37])[CH3:36])([CH:41]([CH3:43])[CH3:42])[O:33][CH2:32][CH2:31][CH:28]1[CH2:29][CH2:30][N:25]([C:22]2[N:20]3[CH:21]=[C:16]([O:12][C@H:5]4[C:6]5[C:11](=[CH:10][CH:9]=[CH:8][CH:7]=5)[C@@H:2]([NH2:1])[CH2:3][CH2:4]4)[CH:17]=[CH:18][C:19]3=[N:24][N:23]=2)[CH2:26][CH2:27]1)([CH3:39])[CH3:40]. The yield is 0.420. (4) The reactants are [F:1][C:2]1[CH:17]=[CH:16][C:5]([CH2:6][C:7]2[C:8](O)=[N:9][C:10]([CH3:14])=[N:11][C:12]=2[CH3:13])=[CH:4][CH:3]=1.P(Cl)(Cl)([Cl:20])=O. No catalyst specified. The product is [Cl:20][C:8]1[C:7]([CH2:6][C:5]2[CH:16]=[CH:17][C:2]([F:1])=[CH:3][CH:4]=2)=[C:12]([CH3:13])[N:11]=[C:10]([CH3:14])[N:9]=1. The yield is 0.670. (5) The reactants are [C:1]([C:3]1[CH:8]=[CH:7][C:6]([C@@H:9]2[O:14][CH2:13][CH2:12][N:11]([C:15]([O:17][C:18]([CH3:21])([CH3:20])[CH3:19])=[O:16])[CH2:10]2)=[CH:5][CH:4]=1)#[N:2].Cl.[NH2:23]O.C(=O)([O-])[O-].[Na+].[Na+].C[O:32][C:33](OC)(N(C)C)[CH3:34]. The catalyst is C(O)C.O.C1(C)C(C)=CC=CC=1. The product is [CH3:34][C:33]1[O:32][N:23]=[C:1]([C:3]2[CH:4]=[CH:5][C:6]([C@@H:9]3[O:14][CH2:13][CH2:12][N:11]([C:15]([O:17][C:18]([CH3:21])([CH3:20])[CH3:19])=[O:16])[CH2:10]3)=[CH:7][CH:8]=2)[N:2]=1. The yield is 0.800. (6) The reactants are [CH:1]1[C:13]2[CH:12]([CH2:14][C:15](O)=[O:16])[C:11]3[C:6](=[CH:7][CH:8]=[CH:9][CH:10]=3)[C:5]=2[CH:4]=[CH:3][CH:2]=1.[CH:18]([NH:21][NH:22][C:23](=[O:30])[C:24]1[CH:29]=[CH:28][CH:27]=[CH:26][CH:25]=1)([CH3:20])[CH3:19].C(N(CC)CC)C.C1C=CC2N(O)N=NC=2C=1.CCN=C=NCCCN(C)C. The catalyst is CN(C=O)C. The product is [CH:1]1[C:13]2[CH:12]([CH2:14][C:15]([N:21]([CH:18]([CH3:20])[CH3:19])[NH:22][C:23](=[O:30])[C:24]3[CH:25]=[CH:26][CH:27]=[CH:28][CH:29]=3)=[O:16])[C:11]3[C:6](=[CH:7][CH:8]=[CH:9][CH:10]=3)[C:5]=2[CH:4]=[CH:3][CH:2]=1. The yield is 0.400. (7) The reactants are [N+:1]([C:4]1[CH:5]=[C:6]2[C:10](=[CH:11][CH:12]=1)[NH:9][N:8]=[CH:7]2)([O-])=O. The catalyst is [Pd]. The product is [NH2:1][C:4]1[CH:5]=[C:6]2[C:10](=[CH:11][CH:12]=1)[NH:9][N:8]=[CH:7]2. The yield is 0.626. (8) The catalyst is C(O)C. The reactants are [OH:1][C:2]1[CH:11]=[CH:10][C:5]2[C:6](=[O:9])[CH2:7][O:8][C:4]=2[CH:3]=1.[CH3:12][S:13]([N:16]1[CH2:21][CH2:20][NH:19][CH2:18][CH2:17]1)(=[O:15])=[O:14].[CH2:22]=O. The product is [OH:1][C:2]1[CH:11]=[CH:10][C:5]2[C:6](=[O:9])[CH2:7][O:8][C:4]=2[C:3]=1[CH2:22][N:19]1[CH2:20][CH2:21][N:16]([S:13]([CH3:12])(=[O:15])=[O:14])[CH2:17][CH2:18]1. The yield is 0.120. (9) The reactants are [NH2:1][C:2]1[C:7]([C:8]2[CH:13]=[CH:12][CH:11]=[C:10]([F:14])[CH:9]=2)=[C:6]([C:15](=[O:17])[CH3:16])[CH:5]=[C:4]([Cl:18])[C:3]=1[CH3:19].Cl[CH2:21][CH2:22][CH2:23][C:24](Cl)=[O:25].CC(C)([O-])C.[K+]. The catalyst is CN(C)C1C=CN=CC=1.O1CCCC1. The product is [C:15]([C:6]1[C:7]([C:8]2[CH:13]=[CH:12][CH:11]=[C:10]([F:14])[CH:9]=2)=[C:2]([N:1]2[CH2:21][CH2:22][CH2:23][C:24]2=[O:25])[C:3]([CH3:19])=[C:4]([Cl:18])[CH:5]=1)(=[O:17])[CH3:16]. The yield is 0.300. (10) The reactants are [CH3:1][O:2][C:3](=[O:15])[CH2:4][C:5]1[C:13]2[C:8](=[CH:9][CH:10]=[C:11]([OH:14])[CH:12]=2)[NH:7][CH:6]=1.I[CH2:17][CH3:18].C(=O)([O-])[O-].[K+].[K+].C(=O)(O)[O-].[Na+]. The catalyst is CN(C)C=O. The product is [CH3:1][O:2][C:3](=[O:15])[CH2:4][C:5]1[C:13]2[C:8](=[CH:9][CH:10]=[C:11]([O:14][CH2:17][CH3:18])[CH:12]=2)[NH:7][CH:6]=1. The yield is 0.812.